Dataset: Forward reaction prediction with 1.9M reactions from USPTO patents (1976-2016). Task: Predict the product of the given reaction. (1) Given the reactants [F:1][C:2]1[CH:3]=[C:4]([C:8]2[S:12][C:11]([CH3:13])=[N:10][C:9]=2[C:14]([OH:16])=O)[CH:5]=[CH:6][CH:7]=1.[NH:17]1[CH2:22][CH2:21][CH2:20][C@@H:19]([NH:23][C:24]([C:26]2[N:33]3[C:29]([S:30][CH:31]=[CH:32]3)=[N:28][C:27]=2[CH3:34])=[O:25])[CH2:18]1, predict the reaction product. The product is: [F:1][C:2]1[CH:3]=[C:4]([C:8]2[S:12][C:11]([CH3:13])=[N:10][C:9]=2[C:14]([N:17]2[CH2:22][CH2:21][CH2:20][C@@H:19]([NH:23][C:24]([C:26]3[N:33]4[C:29]([S:30][CH:31]=[CH:32]4)=[N:28][C:27]=3[CH3:34])=[O:25])[CH2:18]2)=[O:16])[CH:5]=[CH:6][CH:7]=1. (2) Given the reactants [F:1][C:2]1[C:11]([F:12])=[C:10]2[C:5]([CH2:6][CH2:7][CH:8]([CH2:13][CH2:14][CH2:15][CH2:16][CH3:17])[O:9]2)=[CH:4][C:3]=1[OH:18].[CH:19]#[C:20][CH:21](O)[CH2:22][CH2:23][CH3:24].C1(P(C2C=CC=CC=2)C2C=CC=CC=2)C=CC=CC=1.CC(OC(/N=N/C(OC(C)C)=O)=O)C, predict the reaction product. The product is: [C:20]([CH:21]([O:18][C:3]1[CH:4]=[C:5]2[C:10](=[C:11]([F:12])[C:2]=1[F:1])[O:9][CH:8]([CH2:13][CH2:14][CH2:15][CH2:16][CH3:17])[CH2:7][CH2:6]2)[CH2:22][CH2:23][CH3:24])#[CH:19]. (3) Given the reactants O[C:2]1[CH:7]=[C:6]([OH:8])[CH:5]=[CH:4][C:3]=1[NH:9][C:10](=[O:15])[C:11]([F:14])([F:13])[F:12].C1(C)C=CC(S(O)(=O)=O)=CC=1.O, predict the reaction product. The product is: [F:14][C:11]([F:12])([F:13])[C:10]1[O:15][C:2]2[CH:7]=[C:6]([OH:8])[CH:5]=[CH:4][C:3]=2[N:9]=1. (4) Given the reactants COC(C1C=C(OC2C=CC(S(C)(=O)=O)=CC=2)C=C2OC(C)CC=12)=O.[C:26]([O:30][C:31]([C:33]1[CH:44]=[C:43]([OH:45])[C:36]2[CH2:37][C:38]([CH2:41][OH:42])([CH3:40])[O:39][C:35]=2[CH:34]=1)=[O:32])([CH3:29])([CH3:28])[CH3:27].[F:46][C:47]1[CH:57]=[C:56](F)[CH:55]=[CH:54][C:48]=1[C:49]([N:51]([CH3:53])[CH3:52])=[O:50], predict the reaction product. The product is: [C:26]([O:30][C:31]([C:33]1[CH:44]=[C:43]([O:45][C:56]2[CH:55]=[CH:54][C:48]([C:49](=[O:50])[N:51]([CH3:53])[CH3:52])=[C:47]([F:46])[CH:57]=2)[C:36]2[CH2:37][C:38]([CH2:41][OH:42])([CH3:40])[O:39][C:35]=2[CH:34]=1)=[O:32])([CH3:27])([CH3:28])[CH3:29]. (5) Given the reactants [NH:1]1[C:5]([C:6]([OH:8])=O)=[CH:4][CH:3]=[N:2]1.Cl.[O:10]([CH2:17][CH2:18][C@@H:19]1[CH2:24][CH2:23][C@H:22]([CH2:25][NH2:26])[CH2:21][CH2:20]1)[C:11]1[CH:16]=[CH:15][CH:14]=[CH:13][CH:12]=1, predict the reaction product. The product is: [O:10]([CH2:17][CH2:18][C@@H:19]1[CH2:24][CH2:23][C@H:22]([CH2:25][NH:26][C:6]([C:5]2[NH:1][N:2]=[CH:3][CH:4]=2)=[O:8])[CH2:21][CH2:20]1)[C:11]1[CH:16]=[CH:15][CH:14]=[CH:13][CH:12]=1. (6) Given the reactants C[Si]([N-][Si](C)(C)C)(C)C.[K+].[CH3:11][O:12][C:13]([C:15]1([NH:22][C:23](=[O:42])[C:24]2[CH:29]=[CH:28][C:27]([O:30][CH3:31])=[C:26]([O:32][CH2:33][CH2:34][C:35]3[CH:36]=[C:37]([CH3:41])[CH:38]=[CH:39][CH:40]=3)[CH:25]=2)[CH2:20][CH2:19][C:18](=O)[CH2:17][CH2:16]1)=[O:14].[CH3:43]O.P([O-])(O)(O)=O.[Na+], predict the reaction product. The product is: [CH3:11][O:12][C:13]([C:15]1([NH:22][C:23](=[O:42])[C:24]2[CH:29]=[CH:28][C:27]([O:30][CH3:31])=[C:26]([O:32][CH2:33][CH2:34][C:35]3[CH:36]=[C:37]([CH3:41])[CH:38]=[CH:39][CH:40]=3)[CH:25]=2)[CH2:20][CH2:19][C:18](=[CH2:43])[CH2:17][CH2:16]1)=[O:14]. (7) Given the reactants [Cl:1][C:2]1[CH:10]=[CH:9][C:8]([C:11]2[C:12]([C@@H:23]([NH:33][C:34](=[O:50])[CH2:35][N:36]3[C:40]4[C:41]([F:46])([F:45])[C@@H:42]5[CH2:44][C@@H:43]5[C:39]=4[C:38]([CH:47]([F:49])[F:48])=[N:37]3)[CH2:24][C:25]3[CH:30]=[C:29]([F:31])[CH:28]=[C:27]([F:32])[CH:26]=3)=[N:13][C:14]([C:17]#[C:18][C:19]([OH:22])([CH3:21])[CH3:20])=[CH:15][CH:16]=2)=[C:7]2[C:3]=1[C:4]([NH:52][S:53]([CH3:56])(=[O:55])=[O:54])=[N:5][N:6]2[CH3:51].[F:57]C1(F)C2N(CC(O)=O)N=C(C(F)(F)F)C=2[C@H]2C[C@@H]12, predict the reaction product. The product is: [Cl:1][C:2]1[CH:10]=[CH:9][C:8]([C:11]2[C:12]([C@@H:23]([NH:33][C:34](=[O:50])[CH2:35][N:36]3[C:40]4[C:41]([F:45])([F:46])[C@@H:42]5[CH2:44][C@@H:43]5[C:39]=4[C:38]([C:47]([F:57])([F:48])[F:49])=[N:37]3)[CH2:24][C:25]3[CH:30]=[C:29]([F:31])[CH:28]=[C:27]([F:32])[CH:26]=3)=[N:13][C:14]([C:17]#[C:18][C:19]([OH:22])([CH3:20])[CH3:21])=[CH:15][CH:16]=2)=[C:7]2[C:3]=1[C:4]([NH:52][S:53]([CH3:56])(=[O:54])=[O:55])=[N:5][N:6]2[CH3:51].